From a dataset of Full USPTO retrosynthesis dataset with 1.9M reactions from patents (1976-2016). Predict the reactants needed to synthesize the given product. (1) Given the product [F:3][C:4]1([F:9])[CH2:7][NH:8][C:12]([NH2:11])=[N:6][CH2:5]1, predict the reactants needed to synthesize it. The reactants are: Cl.Cl.[F:3][C:4]([F:9])([CH2:7][NH2:8])[CH2:5][NH2:6].Cl.[NH2:11][C:12](N)=N.C[O-].[Na+]. (2) Given the product [CH3:12][C:13]1([CH3:21])[O:17][C@H:16]([CH2:18][CH2:19][O:20][C:2]2[CH:9]=[C:8]([F:10])[CH:7]=[C:6]([F:11])[C:3]=2[C:4]#[N:5])[CH2:15][O:14]1, predict the reactants needed to synthesize it. The reactants are: F[C:2]1[CH:9]=[C:8]([F:10])[CH:7]=[C:6]([F:11])[C:3]=1[C:4]#[N:5].[CH3:12][C:13]1([CH3:21])[O:17][C@H:16]([CH2:18][CH2:19][OH:20])[CH2:15][O:14]1.[H-].[Na+].O.